The task is: Predict the reaction yield, written as a fraction of the theoretical maximum amount of product (1.0 means a 100% yield; for example, 0.34 means a 34% yield).. This data is from Reaction yield outcomes from USPTO patents with 853,638 reactions. (1) The reactants are [CH:1]([C:3]1[CH:18]=[CH:17][C:6]([O:7][C:8]2[N:9]=[CH:10][C:11]([C:14]([NH2:16])=[O:15])=[N:12][CH:13]=2)=[C:5]([O:19][CH3:20])[CH:4]=1)=O.[F:21][C:22]1[CH:30]=[CH:29][C:25]([CH2:26][CH2:27][NH2:28])=[CH:24][CH:23]=1.[BH4-].[Na+]. The catalyst is CO. The product is [F:21][C:22]1[CH:30]=[CH:29][C:25]([CH2:26][CH2:27][NH:28][CH2:1][C:3]2[CH:18]=[CH:17][C:6]([O:7][C:8]3[N:9]=[CH:10][C:11]([C:14]([NH2:16])=[O:15])=[N:12][CH:13]=3)=[C:5]([O:19][CH3:20])[CH:4]=2)=[CH:24][CH:23]=1. The yield is 0.534. (2) The reactants are [NH2:1][C:2]1[CH:10]=[C:9]([O:11][CH3:12])[CH:8]=[CH:7][C:3]=1[C:4]([OH:6])=[O:5].[C:13](Cl)(=O)[C:14]1[CH:19]=[CH:18][CH:17]=[CH:16][CH:15]=1. The catalyst is N1C=CC=CC=1. The product is [CH3:12][O:11][C:9]1[CH:8]=[CH:7][C:3]2[C:4](=[O:6])[O:5][C:13]([C:14]3[CH:19]=[CH:18][CH:17]=[CH:16][CH:15]=3)=[N:1][C:2]=2[CH:10]=1. The yield is 0.775. (3) The reactants are [H-].[Na+].[N+:3]([C:6]1[CH:7]=[C:8]2[C:12](=[CH:13][CH:14]=1)[NH:11][CH:10]=[CH:9]2)([O-:5])=[O:4].C[N:16](C=O)C. No catalyst specified. The product is [N+:3]([C:6]1[CH:7]=[C:8]2[C:12](=[CH:13][CH:14]=1)[N:11]([NH2:16])[CH:10]=[CH:9]2)([O-:5])=[O:4]. The yield is 0.970.